This data is from TCR-epitope binding with 47,182 pairs between 192 epitopes and 23,139 TCRs. The task is: Binary Classification. Given a T-cell receptor sequence (or CDR3 region) and an epitope sequence, predict whether binding occurs between them. (1) The epitope is KLNVGDYFV. The TCR CDR3 sequence is CSVPSDRNTEAFF. Result: 1 (the TCR binds to the epitope). (2) Result: 1 (the TCR binds to the epitope). The TCR CDR3 sequence is CASSQGQWVSETQYF. The epitope is KLPDDFTGCV. (3) The epitope is KAYNVTQAF. The TCR CDR3 sequence is CASSLEGGGLEELFF. Result: 1 (the TCR binds to the epitope). (4) The epitope is PKYVKQNTLKLAT. The TCR CDR3 sequence is CASSIGKTEAFF. Result: 0 (the TCR does not bind to the epitope). (5) The epitope is YLQPRTFLL. The TCR CDR3 sequence is CASQDRNTGELFF. Result: 1 (the TCR binds to the epitope). (6) The epitope is YLQPRTFLL. The TCR CDR3 sequence is CASSDTTRQNTGELFF. Result: 1 (the TCR binds to the epitope). (7) The epitope is KLSYGIATV. The TCR CDR3 sequence is CASSLWGGGGETQYF. Result: 1 (the TCR binds to the epitope). (8) The epitope is LSDDAVVCFNSTY. The TCR CDR3 sequence is CASSQEFGSGYGYTF. Result: 0 (the TCR does not bind to the epitope).